This data is from Retrosynthesis with 50K atom-mapped reactions and 10 reaction types from USPTO. The task is: Predict the reactants needed to synthesize the given product. (1) Given the product Cc1c(NS(=O)(=O)c2c(Cl)cc(Br)cc2Cl)cnn1C, predict the reactants needed to synthesize it. The reactants are: Cc1c(N)cnn1C.O=S(=O)(Cl)c1c(Cl)cc(Br)cc1Cl. (2) Given the product CN1CCN(c2ccccc2-c2ccc(Cn3ccc4ccccc43)cc2)CC1, predict the reactants needed to synthesize it. The reactants are: CN1CCN(c2ccccc2-c2ccc(COS(C)(=O)=O)cc2)CC1.c1ccc2[nH]ccc2c1. (3) Given the product Cc1ccc(-c2ccc3c(n2)N(C(=O)Nc2cnccn2)[C@H]2CCN3C2)c(C)n1, predict the reactants needed to synthesize it. The reactants are: Cc1ccc(B(O)O)c(C)n1.O=C(Nc1cnccn1)N1c2nc(Cl)ccc2N2CC[C@H]1C2. (4) Given the product COc1cc(N)ccc1C, predict the reactants needed to synthesize it. The reactants are: COc1cc([N+](=O)[O-])ccc1C. (5) Given the product Brc1ccccc1-c1cccc(-c2nnn[nH]2)c1, predict the reactants needed to synthesize it. The reactants are: N#Cc1cccc(-c2ccccc2Br)c1.[N-]=[N+]=[N-]. (6) The reactants are: CN.Cc1cc(C)c2c(c1O)C(=O)C1CCCCC21. Given the product CNC1c2c(O)c(C)cc(C)c2C2CCCCC21, predict the reactants needed to synthesize it.